This data is from Rat liver microsome stability data. The task is: Regression/Classification. Given a drug SMILES string, predict its absorption, distribution, metabolism, or excretion properties. Task type varies by dataset: regression for continuous measurements (e.g., permeability, clearance, half-life) or binary classification for categorical outcomes (e.g., BBB penetration, CYP inhibition). Dataset: rlm. (1) The molecule is Cc1ccc2ncc(C(=O)N3CCN(C(=O)C4CC4)CC3)c(N3CCC4(CC3)OCCO4)c2c1. The result is 1 (stable in rat liver microsomes). (2) The result is 1 (stable in rat liver microsomes). The molecule is Cc1ccc2c(C(CC(F)(F)F)c3ccco3)c(-c3ccccc3)[nH]c2c1. (3) The drug is CCCCOc1ccc(CNC(=O)c2cc3n(n2)CCCN(Cc2ccc(C)cc2)C3=O)cc1. The result is 1 (stable in rat liver microsomes). (4) The molecule is CCCCN1C(=O)C(CCCC2CCCCC2)NC(=O)C12CCN(Cc1ccc(Oc3ccccc3)cc1)CC2. The result is 1 (stable in rat liver microsomes). (5) The molecule is CCn1c(=O)cc(OCC(=O)N2CCN(c3cccc(Cl)c3)CC2)c2ccccc21. The result is 1 (stable in rat liver microsomes). (6) The result is 1 (stable in rat liver microsomes). The molecule is Fc1ccc(C2CCN(CCCc3c[nH]c4ccc(F)cc34)CC2)c(-c2ccsc2)c1.